This data is from Forward reaction prediction with 1.9M reactions from USPTO patents (1976-2016). The task is: Predict the product of the given reaction. (1) Given the reactants [O:1]1[CH2:6][CH2:5][CH:4]([N:7]2[CH2:17][CH2:16][C:10]3([CH:12]([C:13]([OH:15])=O)[CH2:11]3)[CH2:9][CH2:8]2)[CH2:3][CH2:2]1.[CH3:18][C:19]1[CH:20]=[N:21][CH:22]=[CH:23][C:24]=1[N:25]1[CH2:30][CH2:29][NH:28][CH2:27][CH2:26]1, predict the reaction product. The product is: [CH3:18][C:19]1[CH:20]=[N:21][CH:22]=[CH:23][C:24]=1[N:25]1[CH2:26][CH2:27][N:28]([C:13]([CH:12]2[C:10]3([CH2:9][CH2:8][N:7]([CH:4]4[CH2:3][CH2:2][O:1][CH2:6][CH2:5]4)[CH2:17][CH2:16]3)[CH2:11]2)=[O:15])[CH2:29][CH2:30]1. (2) Given the reactants C([O:8][C:9]1[CH:14]=[CH:13][C:12]([CH2:15][C@H:16]([NH:42][C:43](=[O:55])[C@@H:44]([N:46]([CH3:54])[C:47](=[O:53])[O:48][C:49]([CH3:52])([CH3:51])[CH3:50])[CH3:45])[C:17](=[O:41])[N:18]2[C@H:27]([C:28](=[O:40])[NH:29][C@H:30]3[C:39]4[C:34](=[CH:35][CH:36]=[CH:37][CH:38]=4)[CH2:33][CH2:32][CH2:31]3)[CH2:26][C:25]3[C:20](=[CH:21][CH:22]=[CH:23][CH:24]=3)[CH2:19]2)=[CH:11][CH:10]=1)C1C=CC=CC=1.CCOC(C)=O, predict the reaction product. The product is: [OH:8][C:9]1[CH:10]=[CH:11][C:12]([CH2:15][C@H:16]([NH:42][C:43](=[O:55])[C@@H:44]([N:46]([CH3:54])[C:47](=[O:53])[O:48][C:49]([CH3:50])([CH3:51])[CH3:52])[CH3:45])[C:17](=[O:41])[N:18]2[C@H:27]([C:28](=[O:40])[NH:29][C@H:30]3[C:39]4[C:34](=[CH:35][CH:36]=[CH:37][CH:38]=4)[CH2:33][CH2:32][CH2:31]3)[CH2:26][C:25]3[C:20](=[CH:21][CH:22]=[CH:23][CH:24]=3)[CH2:19]2)=[CH:13][CH:14]=1. (3) Given the reactants [OH:1][CH2:2][CH2:3][CH2:4][NH:5][C:6]1[CH:13]=[CH:12][C:9]([C:10]#[N:11])=[CH:8][CH:7]=1.C1CCC(=C(F)CNCC2C=CC(F)=CC=2)CC1.[C:32]1([CH3:42])[CH:37]=[CH:36][C:35]([S:38](Cl)(=[O:40])=[O:39])=[CH:34][CH:33]=1, predict the reaction product. The product is: [CH3:42][C:32]1[CH:37]=[CH:36][C:35]([S:38]([O:1][CH2:2][CH2:3][CH2:4][NH:5][C:6]2[CH:13]=[CH:12][C:9]([C:10]#[N:11])=[CH:8][CH:7]=2)(=[O:40])=[O:39])=[CH:34][CH:33]=1. (4) Given the reactants [NH2:1][C:2]1[S:3][C:4]([C:17]2[CH:22]=[CH:21][CH:20]=[C:19]([F:23])[CH:18]=2)=[C:5]([C:7]([N:9]2[CH2:14][C@H:13]3[C@H:11]([CH2:12]3)[C@H:10]2[CH2:15][NH2:16])=[O:8])[N:6]=1.[O:24]1[C:29]2[CH:30]=[CH:31][CH:32]=[C:33]([C:34](O)=[O:35])[C:28]=2[O:27][CH2:26][CH2:25]1, predict the reaction product. The product is: [NH2:1][C:2]1[S:3][C:4]([C:17]2[CH:22]=[CH:21][CH:20]=[C:19]([F:23])[CH:18]=2)=[C:5]([C:7]([N:9]2[CH2:14][C@H:13]3[C@H:11]([CH2:12]3)[C@H:10]2[CH2:15][NH:16][C:34]([C:33]2[C:28]3[O:27][CH2:26][CH2:25][O:24][C:29]=3[CH:30]=[CH:31][CH:32]=2)=[O:35])=[O:8])[N:6]=1. (5) Given the reactants [NH2:1][C:2]1[CH:3]=[CH:4][C:5]([O:25][CH3:26])=[C:6]([NH:8][S:9]([C:12]2[CH:17]=[CH:16][C:15]([C:18]3[O:19][C:20]([CH3:23])=[CH:21][CH:22]=3)=[C:14]([F:24])[CH:13]=2)(=[O:11])=[O:10])[CH:7]=1.C(N(CC)C(C)C)(C)C.[CH3:36][C:37]([O:40][C:41]([NH:43][C:44]([CH3:49])([C:46](O)=[O:47])[CH3:45])=[O:42])([CH3:39])[CH3:38], predict the reaction product. The product is: [F:24][C:14]1[CH:13]=[C:12]([S:9]([NH:8][C:6]2[CH:7]=[C:2]([NH:1][C:46](=[O:47])[C:44]([NH:43][C:41](=[O:42])[O:40][C:37]([CH3:39])([CH3:38])[CH3:36])([CH3:49])[CH3:45])[CH:3]=[CH:4][C:5]=2[O:25][CH3:26])(=[O:11])=[O:10])[CH:17]=[CH:16][C:15]=1[C:18]1[O:19][C:20]([CH3:23])=[CH:21][CH:22]=1. (6) Given the reactants C[O:2][C:3]([C:5]1[CH:6]=[C:7]([C:17]2[CH:22]=[CH:21][C:20]([C:23]([F:26])([F:25])[F:24])=[CH:19][CH:18]=2)[C:8]([O:11][CH2:12][CH2:13][CH2:14][O:15][NH2:16])=[CH:9][CH:10]=1)=[O:4].[CH2:27]([N:34]1[C:42]2[C:37](=[CH:38][CH:39]=[CH:40][CH:41]=2)[CH:36]=[C:35]1[CH:43]=O)[C:28]1[CH:33]=[CH:32][CH:31]=[CH:30][CH:29]=1, predict the reaction product. The product is: [CH2:27]([N:34]1[C:42]2[C:37](=[CH:38][CH:39]=[CH:40][CH:41]=2)[CH:36]=[C:35]1/[CH:43]=[N:16]/[O:15][CH2:14][CH2:13][CH2:12][O:11][C:8]1[C:7]([C:17]2[CH:18]=[CH:19][C:20]([C:23]([F:25])([F:26])[F:24])=[CH:21][CH:22]=2)=[CH:6][C:5]([C:3]([OH:2])=[O:4])=[CH:10][CH:9]=1)[C:28]1[CH:29]=[CH:30][CH:31]=[CH:32][CH:33]=1. (7) Given the reactants [Cl:1][C:2]1[N:7]=[CH:6][C:5]([C:8]2([OH:14])[CH2:13][CH2:12][NH:11][CH2:10][CH2:9]2)=[CH:4][CH:3]=1.Cl[C:16]1[CH:17]=[CH:18][C:19]2[N:20]([C:22]([C:25]([F:28])([F:27])[F:26])=[N:23][N:24]=2)[N:21]=1, predict the reaction product. The product is: [Cl:1][C:2]1[N:7]=[CH:6][C:5]([C:8]2([OH:14])[CH2:9][CH2:10][N:11]([C:16]3[CH:17]=[CH:18][C:19]4[N:20]([C:22]([C:25]([F:26])([F:28])[F:27])=[N:23][N:24]=4)[N:21]=3)[CH2:12][CH2:13]2)=[CH:4][CH:3]=1. (8) Given the reactants [S:1]1[CH:5]=[C:4]([CH2:6][C@H:7]([NH:11][C:12]([O:14][C:15]([CH3:18])([CH3:17])[CH3:16])=[O:13])[C:8]([OH:10])=O)[C:3]2[CH:19]=[CH:20][CH:21]=[CH:22][C:2]1=2.[NH:23]1[CH2:27][CH2:26][CH2:25][C@H:24]1[C:28]([N:30]([CH3:32])[CH3:31])=[O:29].CCN=C=NCCCN(C)C.Cl.C1C=CC2N(O)N=NC=2C=1, predict the reaction product. The product is: [CH3:31][N:30]([CH3:32])[C:28]([C@@H:24]1[CH2:25][CH2:26][CH2:27][N:23]1[C:8](=[O:10])[C@@H:7]([NH:11][C:12]([O:14][C:15]([CH3:18])([CH3:17])[CH3:16])=[O:13])[CH2:6][C:4]1[C:3]2[CH:19]=[CH:20][CH:21]=[CH:22][C:2]=2[S:1][CH:5]=1)=[O:29]. (9) Given the reactants [CH:1]12[CH2:6][CH:5]1[CH2:4][N:3]([C:7]1[N:12]=[C:11]([NH:13][CH2:14][C:15]3[CH:20]=[CH:19][C:18]([O:21][CH3:22])=[C:17]([Cl:23])[CH:16]=3)[C:10]([C:24]([OH:26])=O)=[CH:9][N:8]=1)[CH2:2]2.[CH2:27]([NH2:34])[C:28]1[CH:33]=[CH:32][CH:31]=[CH:30][CH:29]=1.CN(C(ON1N=NC2C=CC=NC1=2)=[N+](C)C)C.F[P-](F)(F)(F)(F)F.CCN(C(C)C)C(C)C, predict the reaction product. The product is: [CH2:27]([NH:34][C:24]([C:10]1[C:11]([NH:13][CH2:14][C:15]2[CH:20]=[CH:19][C:18]([O:21][CH3:22])=[C:17]([Cl:23])[CH:16]=2)=[N:12][C:7]([N:3]2[CH2:4][CH:5]3[CH:1]([CH2:6]3)[CH2:2]2)=[N:8][CH:9]=1)=[O:26])[C:28]1[CH:33]=[CH:32][CH:31]=[CH:30][CH:29]=1. (10) Given the reactants [OH-:1].[Na+].[Br:3][C:4]1[CH:9]=[CH:8][C:7](CC#N)=[CH:6][CH:5]=1.Br[CH2:14][CH2:15]Cl.[CH2:17]([OH:20])[CH2:18]O, predict the reaction product. The product is: [Br:3][C:4]1[CH:5]=[CH:6][C:7]([C:18]2([C:17]([OH:20])=[O:1])[CH2:15][CH2:14]2)=[CH:8][CH:9]=1.